From a dataset of Full USPTO retrosynthesis dataset with 1.9M reactions from patents (1976-2016). Predict the reactants needed to synthesize the given product. (1) Given the product [Cl-:11].[CH3:9][N+:8]([CH3:10])([CH2:12][C:13]([O:15][CH2:16]/[CH:17]=[C:18](/[CH2:20][CH2:21][CH:22]=[C:23]([CH3:25])[CH3:24])\[CH3:19])=[O:14])[CH2:7][CH2:6][CH2:5][NH:4][C:1](=[O:3])[CH3:2], predict the reactants needed to synthesize it. The reactants are: [C:1]([NH:4][CH2:5][CH2:6][CH2:7][N:8]([CH3:10])[CH3:9])(=[O:3])[CH3:2].[Cl:11][CH2:12][C:13]([O:15][CH2:16]/[CH:17]=[C:18](/[CH2:20][CH2:21][CH:22]=[C:23]([CH3:25])[CH3:24])\[CH3:19])=[O:14]. (2) Given the product [CH3:15][O:14][C:9]1[CH:10]=[CH:11][CH:12]=[CH:13][C:8]=1[CH2:7][CH:6]([CH3:16])[CH2:5][C:4]([OH:17])=[O:3], predict the reactants needed to synthesize it. The reactants are: C([O:3][C:4](=[O:17])[CH2:5][CH:6]([CH3:16])[CH2:7][C:8]1[CH:13]=[CH:12][CH:11]=[CH:10][C:9]=1[O:14][CH3:15])C.Cl. (3) Given the product [CH2:1]([O:4][CH2:5][CH2:6][O:7][CH2:8][CH2:9][O:10][C:11]1[CH:17]=[CH:16][C:14]([NH:15][C:38]([NH:39][NH:40][C:19]([O:21][CH2:22][CH3:27])=[O:20])=[O:41])=[CH:13][CH:12]=1)[C:2]#[CH:3], predict the reactants needed to synthesize it. The reactants are: [CH2:1]([O:4][CH2:5][CH2:6][O:7][CH2:8][CH2:9][O:10][C:11]1[CH:17]=[CH:16][C:14]([NH2:15])=[CH:13][CH:12]=1)[C:2]#[CH:3].Cl[C:19]([O:21][C:22]1[CH:27]=CC([N+]([O-])=O)=CC=1)=[O:20].C(N(CC)CC)C.[C:38](OCC)(=[O:41])[NH:39][NH2:40].C(=O)(O)[O-].[Na+]. (4) Given the product [F:2][C:3]1[CH:8]=[CH:7][C:6]([N:9]2[C:15]([CH3:16])=[CH:14][C:11]([CH3:12])=[N:10]2)=[CH:5][CH:4]=1, predict the reactants needed to synthesize it. The reactants are: Cl.[F:2][C:3]1[CH:8]=[CH:7][C:6]([NH:9][NH2:10])=[CH:5][CH:4]=1.[C:11]([CH2:14][C:15](=O)[CH3:16])(=O)[CH3:12]. (5) Given the product [NH2:19][C:14]1[C:15]([C:17]#[N:18])=[N:16][C:11]([C:5]2[CH:6]=[CH:7][C:8]([O:9][CH3:10])=[C:3]([O:2][CH3:1])[CH:4]=2)=[CH:12][CH:13]=1, predict the reactants needed to synthesize it. The reactants are: [CH3:1][O:2][C:3]1[CH:4]=[C:5]([C:11]2[N:16]=[C:15]([C:17]#[N:18])[C:14]([N+:19]([O-])=O)=[CH:13][CH:12]=2)[CH:6]=[CH:7][C:8]=1[O:9][CH3:10].[OH-].[NH4+]. (6) Given the product [CH:19]1([CH2:18][O:1][CH2:2][CH2:3][N:4]([CH3:14])[C:5]2[CH:10]=[CH:9][C:8]([N+:11]([O-:13])=[O:12])=[CH:7][N:6]=2)[CH2:21][CH2:20]1, predict the reactants needed to synthesize it. The reactants are: [OH:1][CH2:2][CH2:3][N:4]([CH3:14])[C:5]1[CH:10]=[CH:9][C:8]([N+:11]([O-:13])=[O:12])=[CH:7][N:6]=1.[H-].[Na+].Br[CH2:18][CH:19]1[CH2:21][CH2:20]1. (7) Given the product [CH:20]1([NH:23][C:6](=[O:7])[C:5]2[CH:9]=[CH:10][C:2]([CH3:1])=[C:3]([B:11]3[O:12][C:13]([CH3:18])([CH3:19])[C:14]([CH3:16])([CH3:17])[O:15]3)[CH:4]=2)[CH2:22][CH2:21]1, predict the reactants needed to synthesize it. The reactants are: [CH3:1][C:2]1[CH:10]=[CH:9][C:5]([C:6](O)=[O:7])=[CH:4][C:3]=1[B:11]1[O:15][C:14]([CH3:17])([CH3:16])[C:13]([CH3:19])([CH3:18])[O:12]1.[CH:20]1([NH2:23])[CH2:22][CH2:21]1.C(N(C(C)C)CC)(C)C.F[P-](F)(F)(F)(F)F.N1(OC(N(C)C)=[N+](C)C)C2N=CC=CC=2N=N1. (8) Given the product [CH2:19]([N:21]([CH2:26][CH3:27])[CH2:22][CH2:23][CH2:24][NH:25][C:15]([C:3]1[N:4]([CH3:14])[S:5](=[O:12])(=[O:13])[C:6]2[CH:11]=[CH:10][CH:9]=[CH:8][C:7]=2[C:2]=1[OH:1])=[O:17])[CH3:20], predict the reactants needed to synthesize it. The reactants are: [OH:1][C:2]1[C:7]2[CH:8]=[CH:9][CH:10]=[CH:11][C:6]=2[S:5](=[O:13])(=[O:12])[N:4]([CH3:14])[C:3]=1[C:15]([O:17]C)=O.[CH2:19]([N:21]([CH2:26][CH3:27])[CH2:22][CH2:23][CH2:24][NH2:25])[CH3:20]. (9) Given the product [Cl:48][C:45]1[CH:44]=[CH:43][C:42]([CH2:41][C:40]([OH:39])=[O:49])=[C:47]([C:9]2[CH:10]=[CH:11][C:6]([C:3]([CH2:4][CH3:5])([C:22]3[CH:27]=[CH:26][C:25](/[CH:28]=[CH:29]/[C:30]4([OH:36])[CH2:35][CH2:34][CH2:33][CH2:32][CH2:31]4)=[C:24]([CH3:37])[CH:23]=3)[CH2:1][CH3:2])=[CH:7][C:8]=2[CH3:21])[CH:46]=1, predict the reactants needed to synthesize it. The reactants are: [CH2:1]([C:3]([C:22]1[CH:27]=[CH:26][C:25](/[CH:28]=[CH:29]/[C:30]2([OH:36])[CH2:35][CH2:34][CH2:33][CH2:32][CH2:31]2)=[C:24]([CH3:37])[CH:23]=1)([C:6]1[CH:11]=[CH:10][C:9](B2OC(C)(C)C(C)(C)O2)=[C:8]([CH3:21])[CH:7]=1)[CH2:4][CH3:5])[CH3:2].C[O:39][C:40](=[O:49])[CH2:41][C:42]1[CH:47]=[CH:46][C:45]([Cl:48])=[CH:44][CH:43]=1. (10) Given the product [CH:16]1([C:22]([N:4]2[CH2:5][C:6]3[N:11]=[CH:10][C:9]([C:12]([O:14][CH3:15])=[O:13])=[CH:8][C:7]=3[O:1][CH2:2][CH2:3]2)=[O:23])[CH2:21][CH2:20][CH2:19][CH2:18][CH2:17]1, predict the reactants needed to synthesize it. The reactants are: [O:1]1[C:7]2[CH:8]=[C:9]([C:12]([O:14][CH3:15])=[O:13])[CH:10]=[N:11][C:6]=2[CH2:5][NH:4][CH2:3][CH2:2]1.[CH:16]1([C:22](Cl)=[O:23])[CH2:21][CH2:20][CH2:19][CH2:18][CH2:17]1.CCN(CC)CC.